This data is from Full USPTO retrosynthesis dataset with 1.9M reactions from patents (1976-2016). The task is: Predict the reactants needed to synthesize the given product. (1) Given the product [F:37][C:9]1[CH:10]=[C:11]([C:14]2[CH:19]=[CH:18][CH:17]=[CH:16][C:15]=2[S:20]([N:23]2[CH2:28][CH2:27][NH:26][CH2:25][C@H:24]2[CH3:36])(=[O:22])=[O:21])[CH:12]=[CH:13][C:8]=1[C:5]1[CH:6]=[N:7][C:2]([NH2:1])=[N:3][CH:4]=1, predict the reactants needed to synthesize it. The reactants are: [NH2:1][C:2]1[N:7]=[CH:6][C:5]([C:8]2[CH:13]=[CH:12][C:11]([C:14]3[CH:19]=[CH:18][CH:17]=[CH:16][C:15]=3[S:20]([N:23]3[CH2:28][CH2:27][N:26](C(OC(C)(C)C)=O)[CH2:25][C@H:24]3[CH3:36])(=[O:22])=[O:21])=[CH:10][C:9]=2[F:37])=[CH:4][N:3]=1.C(Cl)Cl.C(O)(C(F)(F)F)=O. (2) Given the product [C:30]([C:27]1[CH:28]=[CH:29][C:24]([S:21]([NH:20][C:19]2[C:14]([C:9]3[N:10]([CH:11]([CH3:13])[CH3:12])[C:6]([C:42]([OH:41])([CH3:38])[CH3:35])=[N:7][N:8]=3)=[N:15][CH:16]=[C:17]([Cl:34])[CH:18]=2)(=[O:23])=[O:22])=[CH:25][CH:26]=1)([CH3:33])([CH3:32])[CH3:31], predict the reactants needed to synthesize it. The reactants are: C(OC([C:6]1[N:10]([CH:11]([CH3:13])[CH3:12])[C:9]([C:14]2[C:19]([NH:20][S:21]([C:24]3[CH:29]=[CH:28][C:27]([C:30]([CH3:33])([CH3:32])[CH3:31])=[CH:26][CH:25]=3)(=[O:23])=[O:22])=[CH:18][C:17]([Cl:34])=[CH:16][N:15]=2)=[N:8][N:7]=1)=O)C.[CH3:35][Mg]Br.[CH2:38]1[CH2:42][O:41]CC1. (3) Given the product [CH:1]([O:4][C:5]1[N:10]=[CH:9][C:8]([O:11][C:12]2[CH:17]=[CH:16][C:15]([CH2:18][CH2:19][C@@H:20]([NH:24][C:25](=[O:27])[CH3:26])[CH:21]([CH3:23])[CH3:22])=[CH:14][CH:13]=2)=[CH:7][CH:6]=1)([CH3:3])[CH3:2], predict the reactants needed to synthesize it. The reactants are: [CH:1]([O:4][C:5]1[N:10]=[CH:9][C:8]([O:11][C:12]2[CH:17]=[CH:16][C:15]([CH2:18][CH2:19][C@@H:20]([NH2:24])[CH:21]([CH3:23])[CH3:22])=[CH:14][CH:13]=2)=[CH:7][CH:6]=1)([CH3:3])[CH3:2].[C:25](OC(=O)C)(=[O:27])[CH3:26]. (4) Given the product [C:8]([C:7]1[O:12][CH2:2][C:3](=[O:4])[NH:5][N:6]=1)([CH3:11])([CH3:10])[CH3:9], predict the reactants needed to synthesize it. The reactants are: Cl[CH2:2][C:3]([NH:5][NH:6][C:7](=[O:12])[C:8]([CH3:11])([CH3:10])[CH3:9])=[O:4].C(=O)(O)[O-].[Na+]. (5) Given the product [C:20]([O:8][C:7]1[C:2]([F:1])=[C:3]([F:12])[C:4]([F:11])=[C:5]([F:10])[C:6]=1[F:9])(=[O:26])[C:21]([O:23][CH2:24][CH3:25])=[O:22], predict the reactants needed to synthesize it. The reactants are: [F:1][C:2]1[C:7]([OH:8])=[C:6]([F:9])[C:5]([F:10])=[C:4]([F:11])[C:3]=1[F:12].N1C=CC=CC=1.Cl[C:20](=[O:26])[C:21]([O:23][CH2:24][CH3:25])=[O:22]. (6) Given the product [CH3:14][C:6]1[N:7]([CH2:16][C:45]2[CH:36]=[CH:37][C:38]3[N:42]=[N:41][N:40]([CH3:43])[C:39]=3[CH:44]=2)[C:8]2=[N:9][CH:10]=[CH:11][CH:12]=[C:13]2[C:5]=1[CH2:4][C:3]([OH:2])=[O:15], predict the reactants needed to synthesize it. The reactants are: C[O:2][C:3](=[O:15])[CH2:4][C:5]1[C:13]2[C:8](=[N:9][CH:10]=[CH:11][CH:12]=2)[NH:7][C:6]=1[CH3:14].[CH3:16]CN(P1(N(C)CCCN1C)=NC(C)(C)C)CC.BrC[C:36]1[CH:45]=[CH:44][C:39]2[N:40]([CH3:43])[N:41]=[N:42][C:38]=2[CH:37]=1.